From a dataset of Reaction yield outcomes from USPTO patents with 853,638 reactions. Predict the reaction yield, written as a fraction of the theoretical maximum amount of product (1.0 means a 100% yield; for example, 0.34 means a 34% yield). The reactants are I[C:2]1[C:10]2[C:5](=[CH:6][CH:7]=[CH:8][C:9]=2[N+:11]([O-])=O)[N:4]([CH2:14][C:15]2[CH:16]=[C:17]([CH:22]=[CH:23][CH:24]=2)[C:18]([O:20][CH3:21])=[O:19])[N:3]=1.[NH4+].[Cl-]. The catalyst is CO.[Zn]. The product is [NH2:11][C:9]1[CH:8]=[CH:7][CH:6]=[C:5]2[C:10]=1[CH:2]=[N:3][N:4]2[CH2:14][C:15]1[CH:16]=[C:17]([CH:22]=[CH:23][CH:24]=1)[C:18]([O:20][CH3:21])=[O:19]. The yield is 0.610.